Dataset: Reaction yield outcomes from USPTO patents with 853,638 reactions. Task: Predict the reaction yield, written as a fraction of the theoretical maximum amount of product (1.0 means a 100% yield; for example, 0.34 means a 34% yield). (1) The reactants are [OH-].[K+].C([O:5][C:6](=[O:31])[C:7]([CH2:22][CH2:23][CH2:24][CH2:25][C:26]([CH3:30])([CH3:29])[CH2:27][OH:28])([CH2:13][CH2:14][CH2:15][CH2:16][C:17]([CH3:21])([CH3:20])[CH2:18][OH:19])[C:8]([O:10]CC)=[O:9])C. The catalyst is O.C(O)C. The product is [OH:28][CH2:27][C:26]([CH3:30])([CH3:29])[CH2:25][CH2:24][CH2:23][CH2:22][C:7]([CH2:13][CH2:14][CH2:15][CH2:16][C:17]([CH3:21])([CH3:20])[CH2:18][OH:19])([C:8]([OH:10])=[O:9])[C:6]([OH:31])=[O:5]. The yield is 0.823. (2) The reactants are [N+:1]([C:4]1[CH:9]=[CH:8][CH:7]=[C:6]([N+:10]([O-])=O)[C:5]=1[NH:13][CH2:14][CH2:15][OH:16])([O-])=O. The catalyst is [Pd].O1CCCC1. The product is [NH2:1][C:4]1[CH:9]=[CH:8][CH:7]=[C:6]([NH2:10])[C:5]=1[NH:13][CH2:14][CH2:15][OH:16]. The yield is 0.890. (3) The reactants are Br[Zn][CH2:3][C:4]([O:6][CH2:7][CH3:8])=[O:5].[F:9][C:10]1[CH:17]=[CH:16][C:13]([C:14]#N)=[CH:12][CH:11]=1.Cl.C(OCC)(=[O:21])C. The catalyst is C1COCC1. The product is [F:9][C:10]1[CH:17]=[CH:16][C:13]([C:14](=[O:21])[CH2:3][C:4]([O:6][CH2:7][CH3:8])=[O:5])=[CH:12][CH:11]=1. The yield is 0.930. (4) The reactants are [C:1]([O:5][C:6](=[O:79])[CH2:7][N:8]([CH2:71][C:72](=[O:78])[O:73][C:74]([CH3:77])([CH3:76])[CH3:75])[C:9](=[O:70])[CH2:10][N:11]1[CH:15]=[CH:14][N:13]=[C:12]1[CH2:16][N:17]([CH2:59][C:60]1[CH:65]=[CH:64][C:63]([O:66][CH2:67][C:68]#[CH:69])=[CH:62][CH:61]=1)[CH2:18][CH2:19][CH2:20][CH2:21][CH2:22][C:23](=[O:58])[NH:24][CH2:25][CH2:26][CH2:27][CH2:28][C@@H:29]([C:51]([O:53][C:54]([CH3:57])([CH3:56])[CH3:55])=[O:52])[NH:30][C:31](=[O:50])[NH:32][C@H:33]([C:43]([O:45][C:46]([CH3:49])([CH3:48])[CH3:47])=[O:44])[CH2:34][CH2:35][C:36]([O:38][C:39]([CH3:42])([CH3:41])[CH3:40])=[O:37])([CH3:4])([CH3:3])[CH3:2].[N:80]([CH2:83][CH2:84][CH2:85][NH2:86])=[N+:81]=[N-:82]. The catalyst is C1COCC1.O.C(Cl)Cl.[Cu].[O-]S([O-])(=O)=O.[Cu+2]. The product is [NH2:86][CH2:85][CH2:84][CH2:83][N:80]1[CH:69]=[C:68]([CH2:67][O:66][C:63]2[CH:62]=[CH:61][C:60]([CH2:59][N:17]([CH2:18][CH2:19][CH2:20][CH2:21][CH2:22][C:23](=[O:58])[NH:24][CH2:25][CH2:26][CH2:27][CH2:28][C@@H:29]([C:51]([O:53][C:54]([CH3:55])([CH3:56])[CH3:57])=[O:52])[NH:30][C:31](=[O:50])[NH:32][C@H:33]([C:43]([O:45][C:46]([CH3:47])([CH3:48])[CH3:49])=[O:44])[CH2:34][CH2:35][C:36]([O:38][C:39]([CH3:42])([CH3:41])[CH3:40])=[O:37])[CH2:16][C:12]3[N:11]([CH2:10][C:9]([N:8]([CH2:7][C:6]([O:5][C:1]([CH3:2])([CH3:3])[CH3:4])=[O:79])[CH2:71][C:72](=[O:78])[O:73][C:74]([CH3:77])([CH3:76])[CH3:75])=[O:70])[CH:15]=[CH:14][N:13]=3)=[CH:65][CH:64]=2)[N:82]=[N:81]1. The yield is 0.250. (5) The reactants are [C:1]1([CH3:14])[CH:6]=[CH:5][CH:4]=[CH:3][C:2]=1[NH:7][C:8](=O)[C:9]([CH3:12])([CH3:11])[CH3:10].[Li]CCCC.[NH4+].[Cl-]. The catalyst is C1COCC1. The product is [C:9]([C:8]1[NH:7][C:2]2[C:1]([CH:14]=1)=[CH:6][CH:5]=[CH:4][CH:3]=2)([CH3:12])([CH3:11])[CH3:10]. The yield is 0.880. (6) The reactants are [CH3:1][O:2][C:3](=[O:22])[C:4]([S:13]([C:16]1[CH:21]=[CH:20][CH:19]=[CH:18][CH:17]=1)(=[O:15])=[O:14])([CH:6]1[CH2:11][CH2:10][CH2:9][C:8](=O)[CH2:7]1)[CH3:5].Cl.[Cl:24][C:25]1[CH:30]=[CH:29][C:28]([NH:31]N)=[CH:27][CH:26]=1.C([O-])(O)=O.[Na+]. The catalyst is C(O)(=O)C. The product is [CH3:1][O:2][C:3](=[O:22])[C:4]([S:13]([C:16]1[CH:17]=[CH:18][CH:19]=[CH:20][CH:21]=1)(=[O:15])=[O:14])([CH:6]1[CH2:11][CH2:10][C:9]2[C:29]3[C:28](=[CH:27][CH:26]=[C:25]([Cl:24])[CH:30]=3)[NH:31][C:8]=2[CH2:7]1)[CH3:5]. The yield is 0.650.